From a dataset of Reaction yield outcomes from USPTO patents with 853,638 reactions. Predict the reaction yield, written as a fraction of the theoretical maximum amount of product (1.0 means a 100% yield; for example, 0.34 means a 34% yield). (1) The reactants are [CH2:1]([S:3]([C:6]1[CH:25]=[CH:24][CH:23]=[CH:22][C:7]=1[CH2:8][N:9]1[C:14]2[N:15]=[C:16]([S:19][CH3:20])[N:17]=[CH:18][C:13]=2[CH:12]=[CH:11][C:10]1=[O:21])(=[O:5])=[O:4])[CH3:2].ClC1C=CC=C(C(OO)=[O:34])C=1. The catalyst is ClCCl. The product is [CH2:1]([S:3]([C:6]1[CH:25]=[CH:24][CH:23]=[CH:22][C:7]=1[CH2:8][N:9]1[C:14]2[N:15]=[C:16]([S:19]([CH3:20])=[O:34])[N:17]=[CH:18][C:13]=2[CH:12]=[CH:11][C:10]1=[O:21])(=[O:5])=[O:4])[CH3:2]. The yield is 1.00. (2) The reactants are B.CSC.[CH2:5]([O:7][C:8](=[O:19])[CH2:9][C:10]1[CH:15]=[CH:14][CH:13]=[C:12]([NH:16][CH:17]=O)[CH:11]=1)[CH3:6].Cl. The catalyst is C1COCC1. The product is [CH2:5]([O:7][C:8](=[O:19])[CH2:9][C:10]1[CH:15]=[CH:14][CH:13]=[C:12]([NH:16][CH3:17])[CH:11]=1)[CH3:6]. The yield is 0.780. (3) The reactants are [N+:1]([C:4]1[CH:5]=[C:6]([CH:9]=[CH:10][CH:11]=1)[CH:7]=O)([O-:3])=[O:2].[CH3:12][O:13][C:14](=[O:22])[CH2:15]P(OC)(OC)=O.C[O-].[Na+].Cl. The catalyst is CN(C=O)C. The product is [N+:1]([C:4]1[CH:5]=[C:6](/[CH:7]=[CH:15]/[C:14]([O:13][CH3:12])=[O:22])[CH:9]=[CH:10][CH:11]=1)([O-:3])=[O:2]. The yield is 0.980. (4) The reactants are C([O:3][C:4](=[O:29])[C:5]([OH:28])([C:9](=[O:27])[NH:10][C@@H:11]1[C:17](=[O:18])[NH:16][C:15]2[CH:19]=[CH:20][CH:21]=[CH:22][C:14]=2[C:13]2[CH:23]=[CH:24][CH:25]=[CH:26][C:12]1=2)[CH2:6][CH2:7][CH3:8])C.[OH-].[Li+]. The catalyst is O1CCCC1.O. The product is [OH:28][C:5]([C:9](=[O:27])[NH:10][C@@H:11]1[C:17](=[O:18])[NH:16][C:15]2[CH:19]=[CH:20][CH:21]=[CH:22][C:14]=2[C:13]2[CH:23]=[CH:24][CH:25]=[CH:26][C:12]1=2)([CH2:6][CH2:7][CH3:8])[C:4]([OH:29])=[O:3]. The yield is 0.810. (5) The reactants are FC(F)(F)C(O)=O.[F:8][C:9]1([F:28])[CH2:12][CH:11]([O:13][C:14]2[CH:15]=[C:16]([CH2:20][C:21]([O:23]C(C)(C)C)=[O:22])[CH:17]=[N:18][CH:19]=2)[CH2:10]1. The catalyst is C(O)(C(F)(F)F)=O.C(Cl)Cl. The product is [F:28][C:9]1([F:8])[CH2:12][CH:11]([O:13][C:14]2[CH:15]=[C:16]([CH2:20][C:21]([OH:23])=[O:22])[CH:17]=[N:18][CH:19]=2)[CH2:10]1. The yield is 1.00. (6) The product is [N:1]1[CH:6]=[CH:5][CH:4]=[C:3]2[CH2:7][CH2:8][CH2:9][CH2:10][CH:11]([OH:14])[C:2]=12. The yield is 0.380. The reactants are [N+:1]1([O-])[CH:6]=[CH:5][CH:4]=[C:3]2[CH2:7][CH2:8][CH2:9][CH2:10][CH2:11][C:2]=12.C(OC(C(F)(F)F)=O)(C(F)(F)F)=[O:14].C([O-])([O-])=O.[K+].[K+]. The catalyst is C(Cl)Cl. (7) The reactants are [N:1]([C@@H:4]1[CH2:9][CH2:8][C@@H:7]([C:10]([NH2:12])=[O:11])[CH2:6][C@H:5]1[OH:13])=[N+]=[N-].CO.[CH3:16][C:17]([OH:19])=[O:18]. The catalyst is [Pd]. The product is [C:17]([OH:19])(=[O:18])[CH3:16].[NH2:1][C@@H:4]1[CH2:9][CH2:8][C@@H:7]([C:10]([NH2:12])=[O:11])[CH2:6][C@H:5]1[OH:13]. The yield is 1.00. (8) The reactants are Br[C:2]1[N:7]=[N:6][C:5]([NH2:8])=[N:4][C:3]=1[C:9]1[CH:14]=[CH:13][CH:12]=[CH:11][CH:10]=1.[CH3:15][O:16][C:17]1[CH:18]=[C:19](B(O)O)[CH:20]=[C:21]([O:23][CH3:24])[CH:22]=1. No catalyst specified. The product is [CH3:15][O:16][C:17]1[CH:18]=[C:19]([C:2]2[N:7]=[N:6][C:5]([NH2:8])=[N:4][C:3]=2[C:9]2[CH:14]=[CH:13][CH:12]=[CH:11][CH:10]=2)[CH:20]=[C:21]([O:23][CH3:24])[CH:22]=1. The yield is 0.600. (9) The reactants are [CH3:1][N:2]([CH3:17])[CH:3]1[CH2:7][CH2:6][N:5](CC2C=CC=CC=2)[C:4]1([CH3:16])[CH3:15].Cl. The catalyst is CO.[Pd]. The product is [CH3:1][N:2]([CH3:17])[CH:3]1[CH2:7][CH2:6][NH:5][C:4]1([CH3:16])[CH3:15]. The yield is 0.850.